From a dataset of Forward reaction prediction with 1.9M reactions from USPTO patents (1976-2016). Predict the product of the given reaction. (1) Given the reactants [C:1]([O:5][C:6]([N:8]1[CH2:12][C@H:11]([CH2:13][CH2:14][C:15]2[CH:20]=[CH:19][CH:18]=[CH:17][CH:16]=2)[C@@H:10]([C:21](=[O:43])[NH:22][C@:23]2([C:28]([NH:30][S:31]([C:34]3[CH:35]=[CH:36][CH:37]=[C:38]4[C:42]=3[NH:41][CH:40]=[CH:39]4)(=[O:33])=[O:32])=[O:29])[CH2:25][C@H:24]2[CH:26]=[CH2:27])[CH2:9]1)=[O:7])([CH3:4])([CH3:3])[CH3:2].C(OC(N1[CH2:55][C@H:54](CCC2C=CC3C(=CC=CC=3)C=2)[C@@H:53](C(O)=O)[CH2:52]1)=O)(C)(C)C.Cl.NC1(C(NS(C2C=CC=C3C=2NC=C3)(=O)=O)=O)CC1.C(OC(C)(C)C)=O, predict the reaction product. The product is: [C:1]([O:5][C:6]([N:8]1[CH2:12][C@H:11]([CH2:13][CH2:14][C:15]2[CH:20]=[CH:19][C:18]3[C:17](=[CH:52][CH:53]=[CH:54][CH:55]=3)[CH:16]=2)[C@@H:10]([C:21](=[O:43])[NH:22][C@:23]2([C:28]([NH:30][S:31]([C:34]3[CH:35]=[CH:36][CH:37]=[C:38]4[C:42]=3[NH:41][CH:40]=[CH:39]4)(=[O:32])=[O:33])=[O:29])[CH2:25][C@H:24]2[CH:26]=[CH2:27])[CH2:9]1)=[O:7])([CH3:2])([CH3:3])[CH3:4]. (2) Given the reactants [C:1]([O:5][C:6](=[O:14])[NH:7][CH:8]1[CH2:13][CH2:12][NH:11][CH2:10][CH2:9]1)([CH3:4])([CH3:3])[CH3:2].C(N(CC)CC)C.[Cl:22][C:23]1[CH:31]=[CH:30][C:26]([C:27](Cl)=[O:28])=[CH:25][CH:24]=1, predict the reaction product. The product is: [C:1]([O:5][C:6](=[O:14])[NH:7][CH:8]1[CH2:13][CH2:12][N:11]([C:27](=[O:28])[C:26]2[CH:30]=[CH:31][C:23]([Cl:22])=[CH:24][CH:25]=2)[CH2:10][CH2:9]1)([CH3:4])([CH3:2])[CH3:3]. (3) Given the reactants [C:1]1([O:11][CH2:12][C:13]([OH:15])=O)[C:10]2[C:5](=[CH:6][CH:7]=[CH:8][CH:9]=2)[CH:4]=[CH:3][CH:2]=1.O.OC1C2N=NNC=2C=CC=1.Cl.C(N=C=NC(N)CC(C)C)C.[NH2:39][C@H:40]([C:44]([NH:46][CH:47]([CH:56]([OH:59])[CH2:57][F:58])[CH2:48][C:49]([O:51][C:52]([CH3:55])([CH3:54])[CH3:53])=[O:50])=[O:45])[CH:41]([CH3:43])[CH3:42], predict the reaction product. The product is: [C:1]1([O:11][CH2:12][C:13]([NH:39][C@H:40]([C:44]([NH:46][CH:47]([CH:56]([OH:59])[CH2:57][F:58])[CH2:48][C:49]([O:51][C:52]([CH3:53])([CH3:54])[CH3:55])=[O:50])=[O:45])[CH:41]([CH3:42])[CH3:43])=[O:15])[C:10]2[C:5](=[CH:6][CH:7]=[CH:8][CH:9]=2)[CH:4]=[CH:3][CH:2]=1.